Dataset: Peptide-MHC class I binding affinity with 185,985 pairs from IEDB/IMGT. Task: Regression. Given a peptide amino acid sequence and an MHC pseudo amino acid sequence, predict their binding affinity value. This is MHC class I binding data. (1) The peptide sequence is KVNSTITRY. The MHC is HLA-A26:01 with pseudo-sequence HLA-A26:01. The binding affinity (normalized) is 0.0527. (2) The binding affinity (normalized) is 0.0847. The peptide sequence is VTRQIHNPR. The MHC is HLA-B44:02 with pseudo-sequence HLA-B44:02.